The task is: Predict the product of the given reaction.. This data is from Forward reaction prediction with 1.9M reactions from USPTO patents (1976-2016). (1) The product is: [Cl:1][C:2]1[CH:3]=[C:4]([C:12]2[S:16][C:15]([C:17]3[C:18]([CH2:32][CH3:33])=[C:19]([CH:20]=[CH:21][CH:22]=3)[CH2:23][N:24]3[CH2:25][CH:26]([C:28]([OH:30])=[O:29])[CH2:27]3)=[N:14][N:13]=2)[CH:5]=[CH:6][C:7]=1[O:8][CH:9]([CH3:10])[CH3:11]. Given the reactants [Cl:1][C:2]1[CH:3]=[C:4]([C:12]2[S:16][C:15]([C:17]3[C:18]([CH2:32][CH3:33])=[C:19]([CH2:23][N:24]4[CH2:27][CH:26]([C:28]([O:30]C)=[O:29])[CH2:25]4)[CH:20]=[CH:21][CH:22]=3)=[N:14][N:13]=2)[CH:5]=[CH:6][C:7]=1[O:8][CH:9]([CH3:11])[CH3:10].[OH-].[Na+], predict the reaction product. (2) Given the reactants [OH:1][C:2]1[C:7]([C:8]([OH:10])=[O:9])=[CH:6][CH:5]=[CH:4][N:3]=1.[N+:11]([O-])([OH:13])=[O:12], predict the reaction product. The product is: [OH:1][C:2]1[N:3]=[CH:4][C:5]([N+:11]([O-:13])=[O:12])=[CH:6][C:7]=1[C:8]([OH:10])=[O:9]. (3) Given the reactants S(C1C=CC(C)=CC=1)([O-])(=O)=O.[CH3:12][O:13][C:14]1[CH:19]=[CH:18][C:17]([N:20]2[C:29](=[O:30])[C:28]3[C:23](=[CH:24][CH:25]=[CH:26][CH:27]=3)[NH:22][C:21]32[CH2:35][CH2:34][NH:33][CH2:32][CH2:31]3)=[CH:16][CH:15]=1.C(=O)([O-])[O-].[Cs+].[Cs+].[F:42][C:43]([F:53])([F:52])[C:44]1[CH:51]=[CH:50][CH:49]=[CH:48][C:45]=1[CH2:46]Br, predict the reaction product. The product is: [CH3:12][O:13][C:14]1[CH:15]=[CH:16][C:17]([N:20]2[C:29](=[O:30])[C:28]3[C:23](=[CH:24][CH:25]=[CH:26][CH:27]=3)[NH:22][C:21]32[CH2:35][CH2:34][N:33]([CH2:46][C:45]2[CH:48]=[CH:49][CH:50]=[CH:51][C:44]=2[C:43]([F:42])([F:52])[F:53])[CH2:32][CH2:31]3)=[CH:18][CH:19]=1. (4) Given the reactants [CH2:1]([O:8][CH2:9][CH2:10][O:11][CH2:12][C@@:13]12[CH:22]([OH:23])[O:21][C@H:20]([C@H:24]3[CH2:28][O:27]C(C)(C)[O:25]3)[C@@H:14]1[O:15]C(C)(C)[O:17]2)[C:2]1[CH:7]=[CH:6][CH:5]=[CH:4][CH:3]=1, predict the reaction product. The product is: [CH2:1]([O:8][CH2:9][CH2:10][O:11][CH2:12][C@:13]1([OH:17])[C@@H:28]([OH:27])[C@H:24]([OH:25])[C@@H:20]([CH2:14][OH:15])[O:21][CH:22]1[OH:23])[C:2]1[CH:3]=[CH:4][CH:5]=[CH:6][CH:7]=1.